Predict which catalyst facilitates the given reaction. From a dataset of Catalyst prediction with 721,799 reactions and 888 catalyst types from USPTO. (1) Reactant: [CH:1]1[C:6]([C@H:7]2[C@H:12]([CH2:13][O:14][C:15]3[CH:16]=[CH:17][C:18]4[O:23][CH2:22][O:21][C:19]=4[CH:20]=3)[CH2:11][NH:10][CH2:9][CH2:8]2)=[CH:5][CH:4]=[C:3](F)[CH:2]=1.[OH-].[K+].C1(NC(=O)[O-])C=CC=CC=1.[CH3:37][S:38]([OH:41])(=[O:40])=[O:39]. Product: [CH3:37][S:38]([OH:41])(=[O:40])=[O:39].[CH2:8]1[C@@H:7]([C:6]2[CH:1]=[CH:2][CH:3]=[CH:4][CH:5]=2)[C@H:12]([CH2:13][O:14][C:15]2[CH:16]=[CH:17][C:18]3[O:23][CH2:22][O:21][C:19]=3[CH:20]=2)[CH2:11][NH:10][CH2:9]1. The catalyst class is: 11. (2) Reactant: [F:1][C:2]1[NH:6][N:5]=[CH:4][C:3]=1[C:7]1[NH:8][C:9]2[N:10]([N:17]=[CH:18][C:19]=2[C:20]#[N:21])[C:11](=[O:16])[C:12]=1[CH:13]([CH3:15])[CH3:14].I[CH:23]([CH3:25])[CH3:24].C([O-])([O-])=O.[Cs+].[Cs+]. Product: [F:1][C:2]1[C:3]([C:7]2[NH:8][C:9]3[N:10]([N:17]=[CH:18][C:19]=3[C:20]#[N:21])[C:11](=[O:16])[C:12]=2[CH:13]([CH3:15])[CH3:14])=[CH:4][N:5]([CH:23]([CH3:25])[CH3:24])[N:6]=1. The catalyst class is: 3. (3) Reactant: C([C@H:4]1[CH2:8][CH2:7][N:6]([C:9]2[S:10][CH:11]=[C:12]([C:14]([O:16][CH2:17][CH3:18])=[O:15])[N:13]=2)[CH2:5]1)(=O)C.[O-:19]CC.[Na+].Cl. Product: [CH2:17]([O:16][C:14]([C:12]1[N:13]=[C:9]([N:6]2[CH2:7][CH2:8][C@H:4]([OH:19])[CH2:5]2)[S:10][CH:11]=1)=[O:15])[CH3:18]. The catalyst class is: 714. (4) Reactant: O[CH2:2][C:3]1[CH:8]=[C:7]([CH3:9])[C:6]([CH2:10][NH:11][C:12](=[O:14])[CH3:13])=[C:5]([CH3:15])[CH:4]=1.S(Cl)([Cl:18])=O.O. Product: [Cl:18][CH2:2][C:3]1[CH:8]=[C:7]([CH3:9])[C:6]([CH2:10][NH:11][C:12](=[O:14])[CH3:13])=[C:5]([CH3:15])[CH:4]=1. The catalyst class is: 4. (5) Reactant: [C:1](OC(=O)C)(=[O:3])[CH3:2].[CH:8]1([C:11]2[CH:12]=[CH:13][C:14](/[C:19](/[C:24]3[CH:29]=[CH:28][C:27]([S:30][CH3:31])=[CH:26][CH:25]=3)=[CH:20]/[CH2:21][CH2:22][NH2:23])=[N:15][C:16]=2[O:17][CH3:18])[CH2:10][CH2:9]1.Cl. Product: [CH:8]1([C:11]2[CH:12]=[CH:13][C:14](/[C:19](/[C:24]3[CH:29]=[CH:28][C:27]([S:30][CH3:31])=[CH:26][CH:25]=3)=[CH:20]/[CH2:21][CH2:22][NH:23][C:1](=[O:3])[CH3:2])=[N:15][C:16]=2[O:17][CH3:18])[CH2:10][CH2:9]1. The catalyst class is: 17. (6) Reactant: [Br:1][C:2]1[CH:7]=[CH:6][CH:5]=[C:4](I)[CH:3]=1.C([Sn](CCCC)(CCCC)[C:14]1[O:15][CH:16]=[CH:17][CH:18]=1)CCC.C1(C)C=CC=CC=1P(C1C=CC=CC=1C)C1C=CC=CC=1C. Product: [Br:1][C:2]1[CH:3]=[C:4]([C:14]2[O:15][CH:16]=[CH:17][CH:18]=2)[CH:5]=[CH:6][CH:7]=1. The catalyst class is: 62. (7) Reactant: [Si]([O:8][CH2:9][C:10]1[N:11]=[C:12]([CH:16]=[O:17])[S:13][C:14]=1[CH3:15])(C(C)(C)C)(C)C.Cl. Product: [OH:8][CH2:9][C:10]1[N:11]=[C:12]([CH:16]=[O:17])[S:13][C:14]=1[CH3:15]. The catalyst class is: 1. (8) Reactant: C([O:3][C:4](=O)[C@@H:5]([NH2:18])[C@@H:6]([C:8]1[CH:13]=[CH:12][C:11]([S:14]([CH3:17])(=[O:16])=[O:15])=[CH:10][CH:9]=1)[OH:7])C.[BH4-].[K+].Cl.O. Product: [NH2:18][C@H:5]([CH2:4][OH:3])[C@@H:6]([C:8]1[CH:9]=[CH:10][C:11]([S:14]([CH3:17])(=[O:16])=[O:15])=[CH:12][CH:13]=1)[OH:7]. The catalyst class is: 5.